Dataset: Human liver microsome stability data. Task: Regression/Classification. Given a drug SMILES string, predict its absorption, distribution, metabolism, or excretion properties. Task type varies by dataset: regression for continuous measurements (e.g., permeability, clearance, half-life) or binary classification for categorical outcomes (e.g., BBB penetration, CYP inhibition). Dataset: hlm. The drug is Cc1cccc(S(=O)(=O)N2Cc3ccc(/C=C/C(=O)NO)cc3C2)c1. The result is 1 (stable in human liver microsomes).